This data is from Full USPTO retrosynthesis dataset with 1.9M reactions from patents (1976-2016). The task is: Predict the reactants needed to synthesize the given product. (1) The reactants are: [CH3:1][O:2][C:3]1[CH:8]=[CH:7][C:6]([CH:9]2[CH2:11][CH:10]2[C:12]([O:14]C)=[O:13])=[CH:5][CH:4]=1.[OH-].[K+]. Given the product [CH3:1][O:2][C:3]1[CH:4]=[CH:5][C:6]([CH:9]2[CH2:11][CH:10]2[C:12]([OH:14])=[O:13])=[CH:7][CH:8]=1, predict the reactants needed to synthesize it. (2) Given the product [CH3:1][O:2][C:3]([CH2:4][N:5]1[CH2:14][C:13]2[C:8](=[CH:9][CH:10]=[CH:11][CH:12]=2)[N:7]([CH2:29][C:30]([OH:32])=[O:31])[C:6]1=[O:15])=[O:16], predict the reactants needed to synthesize it. The reactants are: [CH3:1][O:2][C:3](=[O:16])[CH2:4][N:5]1[CH2:14][C:13]2[C:8](=[CH:9][CH:10]=[CH:11][CH:12]=2)[NH:7][C:6]1=[O:15].C([O-])([O-])=O.[K+].[K+].CN(C=O)C.Br[CH2:29][C:30]([O:32]C(C)(C)C)=[O:31]. (3) Given the product [Br:1][C:2]1[C:3]([C:19]#[N:20])=[C:4]([CH:16]=[CH:17][CH:18]=1)[O:5][C:6]1[CH:14]=[CH:13][C:9]([C:10]([NH:57][CH:55]2[CH2:56][C:51]([CH3:60])([CH3:50])[NH:52][C:53]([CH3:59])([CH3:58])[CH2:54]2)=[O:12])=[CH:8][C:7]=1[Cl:15], predict the reactants needed to synthesize it. The reactants are: [Br:1][C:2]1[C:3]([C:19]#[N:20])=[C:4]([CH:16]=[CH:17][CH:18]=1)[O:5][C:6]1[CH:14]=[CH:13][C:9]([C:10]([OH:12])=O)=[CH:8][C:7]=1[Cl:15].N1(O)C2C=CC=CC=2N=N1.Cl.C(N=C=NCCCN(C)C)C.C(N(CC)CC)C.[CH3:50][C:51]1([CH3:60])[CH2:56][CH:55]([NH2:57])[CH2:54][C:53]([CH3:59])([CH3:58])[NH:52]1. (4) Given the product [CH:1]1([N:5]2[CH2:6][CH2:7][CH:8]([O:11][C:12]3[CH:17]=[CH:16][C:15]([C:18]4[N:19]([CH3:30])[C:20](=[O:29])[C:21]5[CH:27]=[CH:26][N:25]([CH2:41][CH2:42][F:43])[C:24](=[O:28])[C:22]=5[N:23]=4)=[CH:14][CH:13]=3)[CH2:9][CH2:10]2)[CH2:2][CH2:3][CH2:4]1, predict the reactants needed to synthesize it. The reactants are: [CH:1]1([N:5]2[CH2:10][CH2:9][CH:8]([O:11][C:12]3[CH:17]=[CH:16][C:15]([C:18]4[N:19]([CH3:30])[C:20](=[O:29])[C:21]5[CH:27]=[CH:26][NH:25][C:24](=[O:28])[C:22]=5[N:23]=4)=[CH:14][CH:13]=3)[CH2:7][CH2:6]2)[CH2:4][CH2:3][CH2:2]1.C(=O)([O-])[O-].[K+].[K+].S(C1C=CC(C)=CC=1)(O[CH2:41][CH2:42][F:43])(=O)=O. (5) Given the product [Br:1][C:2]1[C:3]([F:28])=[CH:4][C:5]([F:27])=[C:6]([C@@:8]([NH:20][S@@:21]([C:23]([CH3:25])([CH3:24])[CH3:26])=[O:22])([CH2:10][C@H:11]([C:13]2[C:14]([CH3:19])=[N:15][O:16][C:17]=2[CH3:18])[OH:12])[CH3:9])[CH:7]=1, predict the reactants needed to synthesize it. The reactants are: [Br:1][C:2]1[C:3]([F:28])=[CH:4][C:5]([F:27])=[C:6]([C@@:8]([NH:20][S@@:21]([C:23]([CH3:26])([CH3:25])[CH3:24])=[O:22])([CH2:10][C:11]([C:13]2[C:14]([CH3:19])=[N:15][O:16][C:17]=2[CH3:18])=[O:12])[CH3:9])[CH:7]=1.[H-].C(O[Al](OC(C)(C)C)OC(C)(C)C)(C)(C)C.[Li+]. (6) Given the product [NH:1]1[C:5]([C:6]2[CH:7]=[C:8]([CH:16]=[C:17]([C:19]([F:20])([F:21])[F:22])[CH:18]=2)[C:9]([OH:11])=[O:10])=[CH:4][N:3]=[CH:2]1, predict the reactants needed to synthesize it. The reactants are: [NH:1]1[C:5]([C:6]2[CH:7]=[C:8]([CH:16]=[C:17]([C:19]([F:22])([F:21])[F:20])[CH:18]=2)[C:9]([O:11]C(C)(C)C)=[O:10])=[CH:4][N:3]=[CH:2]1.Cl. (7) Given the product [Br:34][C:35]1[CH:41]=[CH:40][C:38]([NH:39][CH2:32][C:19]2[CH:18]=[CH:17][C:16]([F:15])=[CH:21][C:20]=2[C:22]2[CH:23]=[CH:24][C:25]([C:28]([O:30][CH3:31])=[O:29])=[N:26][CH:27]=2)=[CH:37][C:36]=1[F:42], predict the reactants needed to synthesize it. The reactants are: [BH-](OC(C)=O)(OC(C)=O)OC(C)=O.[Na+].[F:15][C:16]1[CH:17]=[CH:18][C:19]([CH:32]=O)=[C:20]([C:22]2[CH:23]=[CH:24][C:25]([C:28]([O:30][CH3:31])=[O:29])=[N:26][CH:27]=2)[CH:21]=1.[Br:34][C:35]1[CH:41]=[CH:40][C:38]([NH2:39])=[CH:37][C:36]=1[F:42].CC(O)=O. (8) The reactants are: C([Li])(CC)C.[F:6][C:7]1[CH:12]=[CH:11][N:10]=[C:9]2[N:13]([Si:16]([CH:23]([CH3:25])[CH3:24])([CH:20]([CH3:22])[CH3:21])[CH:17]([CH3:19])[CH3:18])[CH:14]=[CH:15][C:8]=12.CC1(C)[C@]23C4(ON4S(=O)(=[O:34])C2)C[C@H]1CC3.[Cl-].[NH4+]. Given the product [F:6][C:7]1[C:12]([OH:34])=[CH:11][N:10]=[C:9]2[N:13]([Si:16]([CH:20]([CH3:22])[CH3:21])([CH:23]([CH3:25])[CH3:24])[CH:17]([CH3:18])[CH3:19])[CH:14]=[CH:15][C:8]=12, predict the reactants needed to synthesize it.